From a dataset of Reaction yield outcomes from USPTO patents with 853,638 reactions. Predict the reaction yield, written as a fraction of the theoretical maximum amount of product (1.0 means a 100% yield; for example, 0.34 means a 34% yield). (1) The reactants are [NH2:1][C:2]1[CH:3]=[C:4]([CH:8]=[C:9]([Cl:12])[C:10]=1[NH2:11])[C:5]([O-:7])=[O:6].[C:13](C1NC=CN=1)(C1NC=CN=1)=[O:14].O1CCC[CH2:26]1. No catalyst specified. The product is [Cl:12][C:9]1[C:10]2[NH:11][C:13](=[O:14])[NH:1][C:2]=2[CH:3]=[C:4]([C:5]([O:7][CH3:26])=[O:6])[CH:8]=1. The yield is 0.820. (2) The reactants are [N+:1]([C:4]1[CH:5]=[C:6]([CH:14]=[CH:15][CH:16]=1)[O:7][CH2:8][C:9](OCC)=[O:10])([O-:3])=[O:2].Cl.CN.[CH:20]([N:23](C(C)C)CC)(C)C. The catalyst is CO.O. The product is [CH3:20][NH:23][C:9](=[O:10])[CH2:8][O:7][C:6]1[CH:14]=[CH:15][CH:16]=[C:4]([N+:1]([O-:3])=[O:2])[CH:5]=1. The yield is 0.950. (3) The yield is 0.500. The reactants are O[CH2:2][C:3]1[CH:12]=[CH:11][C:6]([C:7]([O:9][CH3:10])=[O:8])=[CH:5][CH:4]=1.[Cl:13][C:14]1[S:18][C:17]([S:19]([NH:22][C@H:23]([C:26]2[CH:31]=[CH:30][CH:29]=[CH:28][CH:27]=2)[CH2:24][CH3:25])(=[O:21])=[O:20])=[CH:16][CH:15]=1. No catalyst specified. The product is [Cl:13][C:14]1[S:18][C:17]([S:19]([N:22]([CH2:2][C:3]2[CH:12]=[CH:11][C:6]([C:7]([O:9][CH3:10])=[O:8])=[CH:5][CH:4]=2)[C@H:23]([C:26]2[CH:27]=[CH:28][CH:29]=[CH:30][CH:31]=2)[CH2:24][CH3:25])(=[O:21])=[O:20])=[CH:16][CH:15]=1. (4) The reactants are [CH3:1][O:2][CH2:3][CH2:4][CH2:5][OH:6].[H-].[Na+].Cl[C:10]1[CH:15]=[N:14][C:13]([Cl:16])=[CH:12][N:11]=1. The catalyst is CN(C)C=O. The product is [Cl:16][C:13]1[CH:12]=[N:11][C:10]([O:6][CH2:5][CH2:4][CH2:3][O:2][CH3:1])=[CH:15][N:14]=1. The yield is 0.650. (5) The reactants are C([O:8][C:9]1[CH:14]=[CH:13][C:12]([N:15]2[CH:20]=[C:19]([O:21][CH3:22])[C:18](=[O:23])[C:17]([C:24]3[N:28]([C:29]4[CH:34]=[CH:33][CH:32]=[CH:31][CH:30]=4)[N:27]=[CH:26][CH:25]=3)=[N:16]2)=[C:11]([F:35])[CH:10]=1)C1C=CC=CC=1.C1COCC1. The catalyst is [Pd].CO. The product is [F:35][C:11]1[CH:10]=[C:9]([OH:8])[CH:14]=[CH:13][C:12]=1[N:15]1[CH:20]=[C:19]([O:21][CH3:22])[C:18](=[O:23])[C:17]([C:24]2[N:28]([C:29]3[CH:30]=[CH:31][CH:32]=[CH:33][CH:34]=3)[N:27]=[CH:26][CH:25]=2)=[N:16]1. The yield is 0.910. (6) The reactants are Cl[C:2]1[CH:7]=[CH:6][N:5]=[CH:4][C:3]=1[N+:8]([O-:10])=[O:9].[Si:11]([O:18][C@@H:19]1[CH2:24][CH2:23][NH:22][CH2:21][C@H:20]1[NH:25][C:26](=[O:32])[O:27][C:28]([CH3:31])([CH3:30])[CH3:29])([C:14]([CH3:17])([CH3:16])[CH3:15])([CH3:13])[CH3:12].C(N(CC)CC)C. The catalyst is CN(C=O)C. The product is [Si:11]([O:18][C@@H:19]1[CH2:24][CH2:23][N:22]([C:2]2[CH:7]=[CH:6][N:5]=[CH:4][C:3]=2[N+:8]([O-:10])=[O:9])[CH2:21][C@H:20]1[NH:25][C:26](=[O:32])[O:27][C:28]([CH3:31])([CH3:30])[CH3:29])([C:14]([CH3:17])([CH3:16])[CH3:15])([CH3:13])[CH3:12]. The yield is 0.980.